Dataset: Forward reaction prediction with 1.9M reactions from USPTO patents (1976-2016). Task: Predict the product of the given reaction. (1) Given the reactants [CH3:1][N:2]([CH3:33])[C:3]1[CH:8]=[CH:7][C:6]([CH2:9][N:10]([C:24]2[CH:29]=[CH:28][C:27]([CH:30]([CH3:32])[CH3:31])=[CH:26][CH:25]=2)[C:11]([CH:13]2[C:22]3[C:17](=[CH:18][C:19]([OH:23])=[CH:20][CH:21]=3)[CH2:16][CH2:15][CH2:14]2)=[O:12])=[CH:5][CH:4]=1.Cl.Cl[CH2:36][CH2:37][N:38]([CH3:40])[CH3:39].C(=O)([O-])[O-].[K+].[K+], predict the reaction product. The product is: [CH3:39][N:38]([CH3:40])[CH2:37][CH2:36][O:23][C:19]1[CH:18]=[C:17]2[C:22](=[CH:21][CH:20]=1)[CH:13]([C:11]([N:10]([CH2:9][C:6]1[CH:7]=[CH:8][C:3]([N:2]([CH3:33])[CH3:1])=[CH:4][CH:5]=1)[C:24]1[CH:25]=[CH:26][C:27]([CH:30]([CH3:31])[CH3:32])=[CH:28][CH:29]=1)=[O:12])[CH2:14][CH2:15][CH2:16]2. (2) The product is: [N:7]1[C:2]([C:21]2[CH:20]=[C:17]([CH:16]=[C:15]([Cl:14])[CH:22]=2)[C:18]#[N:19])=[CH:3][C:4]([C:8]2[CH:13]=[CH:12][N:11]=[CH:10][N:9]=2)=[N:5][CH:6]=1. Given the reactants Cl[C:2]1[N:7]=[CH:6][N:5]=[C:4]([C:8]2[CH:13]=[CH:12][N:11]=[CH:10][N:9]=2)[CH:3]=1.[Cl:14][C:15]1[CH:16]=[C:17]([CH:20]=[C:21](B2OC(C)(C)C(C)(C)O2)[CH:22]=1)[C:18]#[N:19].ClC1C=C(C=C(C2C=C(C3C=CC=CN=3)N=CN=2)C=1)C#N, predict the reaction product. (3) Given the reactants [CH2:1]([O:8][CH2:9][CH2:10][C:11]1[N:12]([CH2:24][C:25]([F:28])([CH3:27])[CH3:26])[C:13]2[C:22]3[N:21]=[CH:20][CH:19]=[CH:18][C:17]=3[N:16]=[CH:15][C:14]=2[N:23]=1)[C:2]1[CH:7]=[CH:6][CH:5]=[CH:4][CH:3]=1.ClC1C=C(C=CC=1)C(OO)=[O:34].C([O-])([O-])=O.[Na+].[Na+], predict the reaction product. The product is: [CH2:1]([O:8][CH2:9][CH2:10][C:11]1[N:12]([CH2:24][C:25]([F:28])([CH3:26])[CH3:27])[C:13]2[C:22]3[N:21]=[CH:20][CH:19]=[CH:18][C:17]=3[N+:16]([O-:34])=[CH:15][C:14]=2[N:23]=1)[C:2]1[CH:7]=[CH:6][CH:5]=[CH:4][CH:3]=1. (4) Given the reactants [Cl:1][C:2]1[N:3]=[C:4]2[C:12](=[CH:13][N:14]=1)[NH:11][C:10](=[O:15])[CH:9]1[CH2:16][N:5]2[CH2:6][CH2:7][CH2:8]1.[C:17](=O)([O-])[O-].[Cs+].[Cs+].IC, predict the reaction product. The product is: [Cl:1][C:2]1[N:3]=[C:4]2[C:12](=[CH:13][N:14]=1)[N:11]([CH3:17])[C:10](=[O:15])[CH:9]1[CH2:16][N:5]2[CH2:6][CH2:7][CH2:8]1. (5) Given the reactants COC1C=CC(C[N:10]2[C:15](=[O:16])[CH:14]=[C:13]3[CH2:17][CH2:18][CH2:19][O:20][C:12]3=[N:11]2)=CC=1.C1(OC)C=CC=CC=1, predict the reaction product. The product is: [N:11]1[NH:10][C:15](=[O:16])[CH:14]=[C:13]2[CH2:17][CH2:18][CH2:19][O:20][C:12]=12. (6) Given the reactants [SH:1][C:2]1[CH:3]=[C:4]([CH:9]=[CH:10][CH:11]=1)[C:5]([O:7][CH3:8])=[O:6].C(=O)([O-])[O-].[K+].[K+].Cl[C:19]1[S:20][CH:21]=[CH:22][N:23]=1.[H-].[Na+], predict the reaction product. The product is: [S:20]1[CH:21]=[CH:22][N:23]=[C:19]1[S:1][C:2]1[CH:3]=[C:4]([CH:9]=[CH:10][CH:11]=1)[C:5]([O:7][CH3:8])=[O:6]. (7) Given the reactants [Cl:1][C:2]1[C:3]([O:12][C:13]2[CH:18]=[C:17]([O:19][Si:20]([CH:27]([CH3:29])[CH3:28])([CH:24]([CH3:26])[CH3:25])[CH:21]([CH3:23])[CH3:22])[CH:16]=[CH:15][C:14]=2[CH2:30][CH2:31][C:32](OCC)=[O:33])=[N:4][CH:5]=[C:6]([C:8]([F:11])([F:10])[F:9])[CH:7]=1.[H-].[Al+3].[Li+].[H-].[H-].[H-].O.O.O.O.O.O.O.O.O.O.S([O-])([O-])(=O)=O.[Na+].[Na+], predict the reaction product. The product is: [Cl:1][C:2]1[C:3]([O:12][C:13]2[CH:18]=[C:17]([O:19][Si:20]([CH:24]([CH3:26])[CH3:25])([CH:27]([CH3:28])[CH3:29])[CH:21]([CH3:22])[CH3:23])[CH:16]=[CH:15][C:14]=2[CH2:30][CH2:31][CH2:32][OH:33])=[N:4][CH:5]=[C:6]([C:8]([F:11])([F:10])[F:9])[CH:7]=1. (8) Given the reactants [Cl:1][C:2]1[CH:7]=[CH:6][C:5]([C@H:8]2[CH2:12][CH2:11][C@H:10]([C:13]3[CH:18]=[CH:17][C:16]([Cl:19])=[C:15]([N+:20]([O-:22])=[O:21])[CH:14]=3)[N:9]2[C:23]2[CH:28]=[CH:27][CH:26]=[C:25](I)[CH:24]=2)=[CH:4][C:3]=1[N+:30]([O-:32])=[O:31].CC1(C)C(C)(C)OB([C:41]2[CH:42]=[CH:43][C:44]([N:47]3[CH2:52][CH2:51][O:50][CH2:49][CH2:48]3)=[N:45][CH:46]=2)O1.P([O-])([O-])([O-])=O.[K+].[K+].[K+].O, predict the reaction product. The product is: [Cl:1][C:2]1[CH:7]=[CH:6][C:5]([C@H:8]2[CH2:12][CH2:11][C@H:10]([C:13]3[CH:18]=[CH:17][C:16]([Cl:19])=[C:15]([N+:20]([O-:22])=[O:21])[CH:14]=3)[N:9]2[C:23]2[CH:24]=[C:25]([C:41]3[CH:42]=[CH:43][C:44]([N:47]4[CH2:48][CH2:49][O:50][CH2:51][CH2:52]4)=[N:45][CH:46]=3)[CH:26]=[CH:27][CH:28]=2)=[CH:4][C:3]=1[N+:30]([O-:32])=[O:31]. (9) Given the reactants C(N(CC)CC)C.[CH3:8][O:9][CH2:10][CH2:11][CH2:12][CH2:13][OH:14].[C:15]1([CH3:25])[CH:20]=[CH:19][C:18]([S:21](Cl)(=[O:23])=[O:22])=[CH:17][CH:16]=1, predict the reaction product. The product is: [CH3:8][O:9][CH2:10][CH2:11][CH2:12][CH2:13][O:14][S:21]([C:18]1[CH:19]=[CH:20][C:15]([CH3:25])=[CH:16][CH:17]=1)(=[O:23])=[O:22].